This data is from Full USPTO retrosynthesis dataset with 1.9M reactions from patents (1976-2016). The task is: Predict the reactants needed to synthesize the given product. (1) Given the product [CH2:30]([N:14]1[C:15]([CH3:16])=[C:11]([CH2:10][C:7]2[CH:8]=[CH:9][C:4]([O:3][CH2:1][CH3:2])=[CH:5][CH:6]=2)[C:12]([O:17][C@@H:18]2[O:26][C@H:25]([CH2:27][OH:28])[C@@H:23]([OH:24])[C@H:21]([OH:22])[C@H:19]2[OH:20])=[N:13]1)[CH3:31], predict the reactants needed to synthesize it. The reactants are: [CH2:1]([O:3][C:4]1[CH:9]=[CH:8][C:7]([CH2:10][C:11]2[C:12]([O:17][C@@H:18]3[O:26][C@H:25]([CH2:27][OH:28])[C@@H:23]([OH:24])[C@H:21]([OH:22])[C@H:19]3[OH:20])=[N:13][NH:14][C:15]=2[CH3:16])=[CH:6][CH:5]=1)[CH3:2].I[CH2:30][CH3:31]. (2) The reactants are: [O:1]1[CH2:3][CH:2]1[C:4]1[CH:9]=[CH:8][C:7]([C:10]2[N:14]=[C:13]([C:15]3[O:19][N:18]=[C:17]([C:20]4[CH:25]=[CH:24][CH:23]=[CH:22][CH:21]=4)[C:16]=3[C:26]([F:29])([F:28])[F:27])[O:12][N:11]=2)=[CH:6][CH:5]=1.[NH:30]1[CH2:35][CH2:34][CH2:33][CH:32]([CH2:36][CH2:37][OH:38])[CH2:31]1.CS(C)=O. Given the product [OH:38][CH2:37][CH2:36][CH:32]1[CH2:33][CH2:34][CH2:35][N:30]([CH2:3][CH:2]([C:4]2[CH:9]=[CH:8][C:7]([C:10]3[N:14]=[C:13]([C:15]4[O:19][N:18]=[C:17]([C:20]5[CH:21]=[CH:22][CH:23]=[CH:24][CH:25]=5)[C:16]=4[C:26]([F:27])([F:28])[F:29])[O:12][N:11]=3)=[CH:6][CH:5]=2)[OH:1])[CH2:31]1, predict the reactants needed to synthesize it. (3) Given the product [Br:1][C:21]1[CH:22]=[C:14]([C:13]([F:27])([F:28])[F:12])[C:15]([C:16]([OH:18])=[O:17])=[C:19]([C:23]([F:24])([F:26])[F:25])[CH:20]=1, predict the reactants needed to synthesize it. The reactants are: [Br:1]N1C(C)(C)C(=O)N(Br)C1=O.[F:12][C:13]([F:28])([F:27])[C:14]1[CH:22]=[CH:21][CH:20]=[C:19]([C:23]([F:26])([F:25])[F:24])[C:15]=1[C:16]([OH:18])=[O:17]. (4) Given the product [S:3]1[C:4]2[CH:10]=[CH:9][CH:8]=[CH:7][C:5]=2[N:6]=[C:2]1[NH:17][C:16]1[CH:18]=[CH:19][C:13]([O:12][CH3:11])=[CH:14][CH:15]=1, predict the reactants needed to synthesize it. The reactants are: Cl[C:2]1[S:3][C:4]2[CH:10]=[CH:9][CH:8]=[CH:7][C:5]=2[N:6]=1.[CH3:11][O:12][C:13]1[CH:19]=[CH:18][C:16]([NH2:17])=[CH:15][CH:14]=1.